Dataset: Full USPTO retrosynthesis dataset with 1.9M reactions from patents (1976-2016). Task: Predict the reactants needed to synthesize the given product. (1) Given the product [CH3:27][O:28][CH2:29][CH2:30][N:31]([CH2:25][C:20]1[CH:21]=[C:22]2[C:17](=[CH:18][CH:19]=1)[NH:16][C:15](=[C:14]1[C:13]3[C:8](=[CH:9][CH:10]=[CH:11][CH:12]=3)[NH:7][C:6]1=[O:5])[CH:24]=[CH:23]2)[CH3:32], predict the reactants needed to synthesize it. The reactants are: ClC(Cl)C.[O:5]=[C:6]1[C:14](=[C:15]2[CH:24]=[CH:23][C:22]3[C:17](=[CH:18][CH:19]=[C:20]([CH:25]=O)[CH:21]=3)[NH:16]2)[C:13]2[C:8](=[CH:9][CH:10]=[CH:11][CH:12]=2)[NH:7]1.[CH3:27][O:28][CH2:29][CH2:30][NH:31][CH3:32].C(O[BH-](OC(=O)C)OC(=O)C)(=O)C.[Na+].C(=O)(O)[O-].[Na+]. (2) Given the product [Cl:1][C:2]1[CH:3]=[C:4]([C:9]2([CH:13]([O:21][CH3:24])[CH2:14][N:15]3[CH2:16][CH2:17][CH2:18][CH2:19][CH2:20]3)[CH2:10][CH2:11][CH2:12]2)[CH:5]=[CH:6][C:7]=1[Cl:8], predict the reactants needed to synthesize it. The reactants are: [Cl:1][C:2]1[CH:3]=[C:4]([C:9]2([CH:13]([OH:21])[CH2:14][N:15]3[CH2:20][CH2:19][CH2:18][CH2:17][CH2:16]3)[CH2:12][CH2:11][CH2:10]2)[CH:5]=[CH:6][C:7]=1[Cl:8].CI.[CH3:24]C(C)([O-])C.[K+]. (3) Given the product [Cl:1][C:2]1[C:7]([Cl:8])=[CH:6][CH:5]=[CH:4][C:3]=1[C:9]1([OH:15])[CH2:14][CH2:13][N:12]([CH2:23][CH2:24][O:25][CH3:26])[CH2:11][CH2:10]1, predict the reactants needed to synthesize it. The reactants are: [Cl:1][C:2]1[C:7]([Cl:8])=[CH:6][CH:5]=[CH:4][C:3]=1[C:9]1([OH:15])[CH2:14][CH2:13][NH:12][CH2:11][CH2:10]1.C(=O)([O-])[O-].[K+].[K+].Br[CH2:23][CH2:24][O:25][CH3:26].Cl. (4) The reactants are: [CH2:1]([O:8][C:9]([NH:11][C@@H:12]([C:19]1[CH:20]=[C:21]([NH:25][C:26]([O:28][CH2:29][CH2:30][C:31]2[CH:36]=[CH:35][C:34](B(O)O)=[CH:33][C:32]=2[CH3:40])=[O:27])[CH:22]=[CH:23][CH:24]=1)[CH2:13][C:14]([O:16][CH2:17][CH3:18])=[O:15])=[O:10])[C:2]1[CH:7]=[CH:6][CH:5]=[CH:4][CH:3]=1.[NH2:41][C:42]1[CH:43]=[C:44]2[C:49](=[CH:50][CH:51]=1)[C:48]([N:52]([C:60]([O:62][C:63]([CH3:66])([CH3:65])[CH3:64])=[O:61])[C:53]([O:55][C:56]([CH3:59])([CH3:58])[CH3:57])=[O:54])=[N:47][CH:46]=[CH:45]2.O.[C:68]([OH:72])(=[O:71])[CH:69]=O. Given the product [CH2:1]([O:8][C:9]([NH:11][C@@H:12]([C:19]1[CH:20]=[C:21]([NH:25][C:26]([O:28][CH2:29][CH2:30][C:31]2[CH:36]=[CH:35][C:34]([CH:69]([NH:41][C:42]3[CH:43]=[C:44]4[C:49](=[CH:50][CH:51]=3)[C:48]([N:52]([C:53]([O:55][C:56]([CH3:57])([CH3:58])[CH3:59])=[O:54])[C:60]([O:62][C:63]([CH3:66])([CH3:65])[CH3:64])=[O:61])=[N:47][CH:46]=[CH:45]4)[C:68]([OH:72])=[O:71])=[CH:33][C:32]=2[CH3:40])=[O:27])[CH:22]=[CH:23][CH:24]=1)[CH2:13][C:14]([O:16][CH2:17][CH3:18])=[O:15])=[O:10])[C:2]1[CH:7]=[CH:6][CH:5]=[CH:4][CH:3]=1, predict the reactants needed to synthesize it. (5) Given the product [CH3:4][O:14][C:15]1[C:20]([C:21]#[N:22])=[CH:19][C:18]2[C:23]3([CH2:42][O:43][C:17]=2[CH:16]=1)[C:31]1[C:26](=[CH:27][CH:28]=[CH:29][CH:30]=1)[N:25]([CH2:32][C:33]1[CH:38]=[CH:37][C:36]([O:39][CH3:40])=[CH:35][CH:34]=1)[C:24]3=[O:41], predict the reactants needed to synthesize it. The reactants are: IC.Br[CH2:4]C1OC(C(F)(F)F)=CC=1.[OH:14][C:15]1[C:20]([C:21]#[N:22])=[CH:19][C:18]2[C:23]3([CH2:42][O:43][C:17]=2[CH:16]=1)[C:31]1[C:26](=[CH:27][CH:28]=[CH:29][CH:30]=1)[N:25]([CH2:32][C:33]1[CH:38]=[CH:37][C:36]([O:39][CH3:40])=[CH:35][CH:34]=1)[C:24]3=[O:41].CC1C2C=C3C4(C5C(=CC=CC=5)NC4=O)COC3=CC=2ON=1. (6) Given the product [C:23]1([C:26]2[CH:27]=[CH:28][CH:29]=[CH:30][CH:31]=2)[CH:22]=[CH:21][C:20]([C:18]([N:11]2[CH2:12][C:13](=[N:15][O:16][CH3:17])[CH2:14][C@H:10]2[C:8]([NH:7][CH2:6][CH2:5][OH:4])=[O:9])=[O:19])=[CH:25][CH:24]=1, predict the reactants needed to synthesize it. The reactants are: C([O:4][CH2:5][CH2:6][NH:7][C:8]([C@@H:10]1[CH2:14][C:13](=[N:15][O:16][CH3:17])[CH2:12][N:11]1[C:18]([C:20]1[CH:25]=[CH:24][C:23]([C:26]2[CH:31]=[CH:30][CH:29]=[CH:28][CH:27]=2)=[CH:22][CH:21]=1)=[O:19])=[O:9])(=O)C.[OH-].[Na+]. (7) The reactants are: [NH2:1][C@H:2]1[CH2:7][CH2:6][CH2:5][NH:4][C@H:3]1[C:8]1[CH:13]=[CH:12][CH:11]=[CH:10][CH:9]=1.Cl[C:15]([O:17][CH2:18][C:19]1[CH:24]=[CH:23][CH:22]=[CH:21][CH:20]=1)=[O:16].C(N(C(C)C)CC)(C)C. Given the product [CH2:18]([O:17][C:15]([NH:1][C@H:2]1[CH2:7][CH2:6][CH2:5][NH:4][C@H:3]1[C:8]1[CH:13]=[CH:12][CH:11]=[CH:10][CH:9]=1)=[O:16])[C:19]1[CH:24]=[CH:23][CH:22]=[CH:21][CH:20]=1, predict the reactants needed to synthesize it. (8) Given the product [CH3:19][O:1][CH2:2][C@H:3]([N:8]1[C:9](=[O:18])[C:10]2[C:15](=[CH:14][CH:13]=[CH:12][CH:11]=2)[C:16]1=[O:17])[CH2:4][CH:5]([CH3:7])[CH3:6], predict the reactants needed to synthesize it. The reactants are: [OH:1][CH2:2][C@H:3]([N:8]1[C:16](=[O:17])[C:15]2[C:10](=[CH:11][CH:12]=[CH:13][CH:14]=2)[C:9]1=[O:18])[CH2:4][CH:5]([CH3:7])[CH3:6].[CH3:19]N(C)P(N(C)C)(N(C)C)=O.[H-].[Na+].IC. (9) Given the product [C:1]1([C@H:7]([NH:9][C:10](=[O:44])[NH:11][C:12]2[N:17]=[CH:16][C:15]3[C:18]([NH:40][C:41](=[O:43])[CH3:42])=[N:19][NH:20][C:14]=3[CH:13]=2)[CH3:8])[CH:6]=[CH:5][CH:4]=[CH:3][CH:2]=1, predict the reactants needed to synthesize it. The reactants are: [C:1]1([C@H:7]([NH:9][C:10](=[O:44])[NH:11][C:12]2[N:17]=[CH:16][C:15]3[C:18]([NH:40][C:41](=[O:43])[CH3:42])=[N:19][N:20](C(C4C=CC=CC=4)(C4C=CC=CC=4)C4C=CC=CC=4)[C:14]=3[CH:13]=2)[CH3:8])[CH:6]=[CH:5][CH:4]=[CH:3][CH:2]=1.C([SiH](CC)CC)C.C(O)(C(F)(F)F)=O.